This data is from Reaction yield outcomes from USPTO patents with 853,638 reactions. The task is: Predict the reaction yield, written as a fraction of the theoretical maximum amount of product (1.0 means a 100% yield; for example, 0.34 means a 34% yield). (1) The reactants are [N+:1]([C:4]1[N:9]=[CH:8][C:7](N2CCN(C(OC(C)(C)C)=O)CC2)=[CH:6][CH:5]=1)([O-:3])=[O:2].[C:23]([O:27][C:28]([N:30]1[CH2:35][C@H:34]([CH3:36])[NH:33][CH2:32][C@H:31]1[CH3:37])=[O:29])([CH3:26])([CH3:25])[CH3:24].BrC1C=CC([N+]([O-])=O)=NC=1. No catalyst specified. The product is [CH3:37][C@@H:31]1[CH2:32][N:33]([C:7]2[CH:8]=[N:9][C:4]([N+:1]([O-:3])=[O:2])=[CH:5][CH:6]=2)[C@@H:34]([CH3:36])[CH2:35][N:30]1[C:28]([O:27][C:23]([CH3:26])([CH3:24])[CH3:25])=[O:29]. The yield is 0.750. (2) The reactants are [O:1]=[C:2]1[NH:7][CH:6]([C:8]2[CH:9]=[C:10]([CH:13]=[CH:14][CH:15]=2)[C:11]#[N:12])[C:5]([C:16]2[CH:21]=[CH:20][CH:19]=[CH:18][CH:17]=2)=[C:4]([C:22]2[CH:27]=[CH:26][CH:25]=[CH:24][CH:23]=2)[NH:3]1.[NH2:28][OH:29].Cl.C([O-])([O-])=O.[Na+].[Na+]. The catalyst is CO. The product is [OH:29][NH:28][C:11](=[NH:12])[C:10]1[CH:13]=[CH:14][CH:15]=[C:8]([CH:6]2[C:5]([C:16]3[CH:21]=[CH:20][CH:19]=[CH:18][CH:17]=3)=[C:4]([C:22]3[CH:23]=[CH:24][CH:25]=[CH:26][CH:27]=3)[NH:3][C:2](=[O:1])[NH:7]2)[CH:9]=1. The yield is 0.195. (3) The reactants are [F:1][C:2]1[CH:7]=[C:6]([I:8])[CH:5]=[CH:4][C:3]=1[NH:9][C:10]1[N:11]([CH3:34])[C:12](=[O:33])[C:13]([CH3:32])=[C:14]2[C:19]=1[C:18](=[O:20])[NH:17][C:16](=[O:21])[N:15]2[C:22]1[CH:23]=[C:24]([NH:28][C:29](=[O:31])[CH3:30])[CH:25]=[CH:26][CH:27]=1.[CH2:35]([O:42][CH2:43][CH2:44][CH2:45][CH2:46]O)[C:36]1[CH:41]=[CH:40][CH:39]=[CH:38][CH:37]=1.C1(P(C2C=CC=CC=2)C2C=CC=CC=2)C=CC=CC=1.N(C(OC(C)C)=O)=NC(OC(C)C)=O. The catalyst is O1CCCC1.C(OCC)(=O)C.O. The product is [CH2:35]([O:42][CH2:43][CH2:44][CH2:45][CH2:46][N:17]1[C:18](=[O:20])[C:19]2=[C:10]([NH:9][C:3]3[CH:4]=[CH:5][C:6]([I:8])=[CH:7][C:2]=3[F:1])[N:11]([CH3:34])[C:12](=[O:33])[C:13]([CH3:32])=[C:14]2[N:15]([C:22]2[CH:23]=[C:24]([NH:28][C:29](=[O:31])[CH3:30])[CH:25]=[CH:26][CH:27]=2)[C:16]1=[O:21])[C:36]1[CH:41]=[CH:40][CH:39]=[CH:38][CH:37]=1. The yield is 0.770. (4) The reactants are [N+:1]([C:4]1[C:13]2[C:8](=[CH:9][CH:10]=[CH:11][CH:12]=2)[C:7]([O:14][CH:15]([CH3:31])[CH2:16][C:17]2[CH:22]=[CH:21][N:20]=[C:19]([NH:23][C:24](=[O:30])[O:25][C:26]([CH3:29])([CH3:28])[CH3:27])[CH:18]=2)=[CH:6][CH:5]=1)([O-])=O.[H][H]. The catalyst is CO.[Pt]. The product is [NH2:1][C:4]1[C:13]2[C:8](=[CH:9][CH:10]=[CH:11][CH:12]=2)[C:7]([O:14][CH:15]([CH3:31])[CH2:16][C:17]2[CH:22]=[CH:21][N:20]=[C:19]([NH:23][C:24](=[O:30])[O:25][C:26]([CH3:28])([CH3:27])[CH3:29])[CH:18]=2)=[CH:6][CH:5]=1. The yield is 1.00. (5) The catalyst is CN(C=O)C.CCOC(C)=O.C([O-])(=O)C.[Pd+2].C([O-])(=O)C. The reactants are Br[C:2]1[CH:3]=[C:4]([CH:30]=[CH:31][CH:32]=1)[C:5]([NH:7][C@H:8]([CH:27]([CH3:29])[CH3:28])[C:9]([N:11]1[CH2:16][CH2:15][C@@:14]([C:18]2[CH:23]=[CH:22][C:21]([Cl:24])=[CH:20][CH:19]=2)([OH:17])[C:13]([CH3:26])([CH3:25])[CH2:12]1)=[O:10])=[O:6].[CH3:33][O:34][C:35]([C:37]1[CH:42]=[CH:41][C:40](B(O)O)=[CH:39][CH:38]=1)=[O:36].C(=O)([O-])[O-].[Cs+].[Cs+]. The product is [Cl:24][C:21]1[CH:22]=[CH:23][C:18]([C@@:14]2([OH:17])[CH2:15][CH2:16][N:11]([C:9](=[O:10])[C@H:8]([NH:7][C:5]([C:4]3[CH:3]=[C:2]([C:40]4[CH:41]=[CH:42][C:37]([C:35]([O:34][CH3:33])=[O:36])=[CH:38][CH:39]=4)[CH:32]=[CH:31][CH:30]=3)=[O:6])[CH:27]([CH3:29])[CH3:28])[CH2:12][C:13]2([CH3:26])[CH3:25])=[CH:19][CH:20]=1. The yield is 0.800. (6) The reactants are [OH:1][C:2]1[CH:7]=[CH:6][C:5]([C:8](=[C:25]2[CH2:30][C:29]([CH3:32])([CH3:31])[O:28][C:27]([CH3:34])([CH3:33])[CH2:26]2)[C:9]2[CH:14]=[CH:13][C:12](/[CH:15]=[C:16](\[CH3:24])/[C:17]([O:19]C(C)(C)C)=[O:18])=[CH:11][CH:10]=2)=[CH:4][CH:3]=1.C(O)(C(F)(F)F)=O. The catalyst is C(Cl)Cl. The product is [OH:1][C:2]1[CH:3]=[CH:4][C:5]([C:8](=[C:25]2[CH2:26][C:27]([CH3:34])([CH3:33])[O:28][C:29]([CH3:32])([CH3:31])[CH2:30]2)[C:9]2[CH:14]=[CH:13][C:12](/[CH:15]=[C:16](\[CH3:24])/[C:17]([OH:19])=[O:18])=[CH:11][CH:10]=2)=[CH:6][CH:7]=1. The yield is 0.950. (7) The reactants are [N:1]12[CH2:8][CH2:7][C:4]([C:9]([C:17]3[CH:22]=[CH:21][CH:20]=[CH:19][CH:18]=3)([C:11]3[CH:16]=[CH:15][CH:14]=[CH:13][CH:12]=3)[OH:10])([CH2:5][CH2:6]1)[CH2:3][CH2:2]2.[F:23][C:24]1[CH:29]=[CH:28][C:27]([O:30][CH2:31][CH2:32][CH2:33][Br:34])=[CH:26][CH:25]=1. The catalyst is CC#N. The product is [Br-:34].[F:23][C:24]1[CH:29]=[CH:28][C:27]([O:30][CH2:31][CH2:32][CH2:33][N+:1]23[CH2:6][CH2:5][C:4]([C:9]([OH:10])([C:17]4[CH:22]=[CH:21][CH:20]=[CH:19][CH:18]=4)[C:11]4[CH:12]=[CH:13][CH:14]=[CH:15][CH:16]=4)([CH2:3][CH2:2]2)[CH2:7][CH2:8]3)=[CH:26][CH:25]=1. The yield is 0.437. (8) The reactants are [Cl:1][C:2]1[CH:7]=[CH:6][C:5]([C:8]2[C:12]3[CH2:13][N:14]([C:17](=[O:19])[CH3:18])[CH2:15][CH2:16][C:11]=3[N:10]([CH2:20][CH:21]3[CH2:23][O:22]3)[N:9]=2)=[CH:4][C:3]=1[CH3:24].[Cl:25][C:26]1[CH:31]=[CH:30][C:29]([C:32]2[N:36]=[C:35]([CH:37]3[CH2:42][CH2:41][NH:40][CH2:39][CH2:38]3)[O:34][N:33]=2)=[CH:28][CH:27]=1.C(S([O-])(=O)=O)(F)(F)F.C(S([O-])(=O)=O)(F)(F)F.C(S([O-])(=O)=O)(F)(F)F.[Yb+3].CO.C(Cl)Cl. The catalyst is C(Cl)Cl. The product is [Cl:1][C:2]1[CH:7]=[CH:6][C:5]([C:8]2[C:12]3[CH2:13][N:14]([C:17](=[O:19])[CH3:18])[CH2:15][CH2:16][C:11]=3[N:10]([CH2:20][CH:21]([OH:22])[CH2:23][N:40]3[CH2:39][CH2:38][CH:37]([C:35]4[O:34][N:33]=[C:32]([C:29]5[CH:30]=[CH:31][C:26]([Cl:25])=[CH:27][CH:28]=5)[N:36]=4)[CH2:42][CH2:41]3)[N:9]=2)=[CH:4][C:3]=1[CH3:24]. The yield is 0.690. (9) The reactants are [Cl:1][C:2]1[N:3]([CH2:10][C@:11]2([CH3:14])[CH2:13][O:12]2)[CH:4]=[C:5]([N+:7]([O-:9])=[O:8])[N:6]=1.[F:15][C:16]([F:31])([F:30])[O:17][C:18]1[CH:23]=[CH:22][C:21]([N:24]2[CH2:29][CH2:28][NH:27][CH2:26][CH2:25]2)=[CH:20][CH:19]=1.O. The catalyst is CN(C)C=O. The product is [Cl:1][C:2]1[N:3]([CH2:10][C@@:11]([CH3:14])([OH:12])[CH2:13][N:27]2[CH2:26][CH2:25][N:24]([C:21]3[CH:22]=[CH:23][C:18]([O:17][C:16]([F:30])([F:31])[F:15])=[CH:19][CH:20]=3)[CH2:29][CH2:28]2)[CH:4]=[C:5]([N+:7]([O-:9])=[O:8])[N:6]=1. The yield is 1.00. (10) The reactants are [NH2:1][C:2]1[NH:6][N:5]=[C:4]([CH2:7][OH:8])[N:3]=1.[CH3:9][C:10](=O)[CH2:11][C:12](=O)[CH3:13]. The catalyst is C(O)(=O)C. The product is [CH3:9][C:10]1[CH:11]=[C:12]([CH3:13])[N:6]2[N:5]=[C:4]([CH2:7][OH:8])[N:3]=[C:2]2[N:1]=1. The yield is 0.950.